This data is from Reaction yield outcomes from USPTO patents with 853,638 reactions. The task is: Predict the reaction yield, written as a fraction of the theoretical maximum amount of product (1.0 means a 100% yield; for example, 0.34 means a 34% yield). The reactants are CN(C=O)C.C(Cl)(=O)C(Cl)=O.C(Cl)Cl.[F:15][C:16]([F:26])([F:25])[C:17]1[N:18]=[C:19]([C:22]([NH2:24])=O)[S:20][CH:21]=1.N1C=CC=CC=1. The catalyst is C(#N)C.CCOC(C)=O. The product is [F:26][C:16]([F:15])([F:25])[C:17]1[N:18]=[C:19]([C:22]#[N:24])[S:20][CH:21]=1. The yield is 0.870.